Dataset: Peptide-MHC class I binding affinity with 185,985 pairs from IEDB/IMGT. Task: Regression. Given a peptide amino acid sequence and an MHC pseudo amino acid sequence, predict their binding affinity value. This is MHC class I binding data. The peptide sequence is ITADKRITEM. The MHC is Mamu-A01 with pseudo-sequence Mamu-A01. The binding affinity (normalized) is 0.332.